This data is from Catalyst prediction with 721,799 reactions and 888 catalyst types from USPTO. The task is: Predict which catalyst facilitates the given reaction. (1) Reactant: [N:1]1([C:7]2[CH:8]=[C:9]([CH:11]=[C:12]([N:14]3[CH2:19][CH2:18][O:17][CH2:16][CH2:15]3)[CH:13]=2)[NH2:10])[CH2:6][CH2:5][O:4][CH2:3][CH2:2]1.Cl[C:21]1[C:30]2[C:25](=[CH:26][C:27]([Cl:31])=[CH:28][CH:29]=2)[N:24]=[CH:23][CH:22]=1.C1C=CC(P(C2C=CC3C(=CC=CC=3)C=2C2C3C(=CC=CC=3)C=CC=2P(C2C=CC=CC=2)C2C=CC=CC=2)C2C=CC=CC=2)=CC=1.C([O-])([O-])=O.[Cs+].[Cs+]. Product: [N:1]1([C:7]2[CH:8]=[C:9]([NH:10][C:21]3[C:30]4[C:25](=[CH:26][C:27]([Cl:31])=[CH:28][CH:29]=4)[N:24]=[CH:23][CH:22]=3)[CH:11]=[C:12]([N:14]3[CH2:15][CH2:16][O:17][CH2:18][CH2:19]3)[CH:13]=2)[CH2:2][CH2:3][O:4][CH2:5][CH2:6]1. The catalyst class is: 102. (2) Reactant: [NH2:1][C:2]1[S:3][CH:4]=[CH:5][N:6]=1.N[CH:8]1[CH2:13][CH2:12][N:11]([C:14]([O:16][C:17]([CH3:20])([CH3:19])[CH3:18])=[O:15])[CH2:10][CH2:9]1.C(O[BH-](OC(=O)C)OC(=O)C)(=O)C.[Na+].C(O)(=O)C. Product: [C:17]([O:16][C:14]([N:11]1[CH2:12][CH2:13][CH:8]([NH:1][C:2]2[S:3][CH:4]=[CH:5][N:6]=2)[CH2:9][CH2:10]1)=[O:15])([CH3:20])([CH3:18])[CH3:19]. The catalyst class is: 1. (3) Reactant: [NH2:1][C:2]1[N:7]=[C:6]([Cl:8])[C:5]([CH2:9][C:10]#[CH:11])=[C:4]([Cl:12])[N:3]=1.[C:13]([O-:16])(O)=O.[Na+]. Product: [CH2:9]([C:5]1[C:6]([Cl:8])=[N:7][C:2]([NH:1][CH:13]=[O:16])=[N:3][C:4]=1[Cl:12])[C:10]1[CH:10]=[CH:9][CH:5]=[CH:4][CH:11]=1. The catalyst class is: 22. (4) Reactant: [Br:1]C1C=C2C(C=C(C(O)=O)N2)=CC=1.[Br:14][CH2:15][C:16]1[CH:17]=[C:18]([CH:23]=[CH:24][CH:25]=1)[C:19]([O:21][CH3:22])=[O:20].C([O-])([O-])=O.[K+].[K+]. Product: [Br:1][C:25]1[CH:24]=[CH:23][C:18]([C:19]([O:21][CH3:22])=[O:20])=[CH:17][C:16]=1[CH2:15][Br:14]. The catalyst class is: 21. (5) Reactant: [NH2:1][C:2]1[C:3]([O:16][CH3:17])=[CH:4][C:5]2[CH2:11][N:10]([CH2:12][CH3:13])[CH2:9][C:8](=[O:14])[NH:7][C:6]=2[CH:15]=1.Cl[C:19]1[N:24]=[C:23]([NH:25][C:26]2[CH:31]=[CH:30][CH:29]=[CH:28][C:27]=2[S:32]([CH:35]([CH3:37])[CH3:36])(=[O:34])=[O:33])[C:22]([Cl:38])=[CH:21][N:20]=1. Product: [Cl:38][C:22]1[C:23]([NH:25][C:26]2[CH:31]=[CH:30][CH:29]=[CH:28][C:27]=2[S:32]([CH:35]([CH3:37])[CH3:36])(=[O:34])=[O:33])=[N:24][C:19]([NH:1][C:2]2[C:3]([O:16][CH3:17])=[CH:4][C:5]3[CH2:11][N:10]([CH2:12][CH3:13])[CH2:9][C:8](=[O:14])[NH:7][C:6]=3[CH:15]=2)=[N:20][CH:21]=1. The catalyst class is: 100. (6) Reactant: C(OC(=O)[NH:7][C:8]1([C:11]2[CH:16]=[CH:15][C:14]([S:17]([CH3:20])(=[O:19])=[O:18])=[CH:13][N:12]=2)[CH2:10][CH2:9]1)(C)(C)C.C(O)(C(F)(F)F)=O. Product: [CH3:20][S:17]([C:14]1[CH:15]=[CH:16][C:11]([C:8]2([NH2:7])[CH2:10][CH2:9]2)=[N:12][CH:13]=1)(=[O:19])=[O:18]. The catalyst class is: 2. (7) Reactant: [CH3:1][C:2]1([CH3:31])[N:6]([CH2:7][C:8]2[CH:13]=[CH:12][N:11]=[C:10]([NH:14]C(=O)C)[CH:9]=2)[C:5](=[O:18])[N:4]([C:19]2[CH:24]=[CH:23][C:22]([S:25][C:26]([F:29])([F:28])[F:27])=[CH:21][CH:20]=2)[C:3]1=[O:30].[OH-].[Na+]. Product: [NH2:14][C:10]1[CH:9]=[C:8]([CH2:7][N:6]2[C:2]([CH3:31])([CH3:1])[C:3](=[O:30])[N:4]([C:19]3[CH:24]=[CH:23][C:22]([S:25][C:26]([F:29])([F:28])[F:27])=[CH:21][CH:20]=3)[C:5]2=[O:18])[CH:13]=[CH:12][N:11]=1. The catalyst class is: 24.